This data is from TCR-epitope binding with 47,182 pairs between 192 epitopes and 23,139 TCRs. The task is: Binary Classification. Given a T-cell receptor sequence (or CDR3 region) and an epitope sequence, predict whether binding occurs between them. (1) The epitope is NEGVKAAW. The TCR CDR3 sequence is CASSYPTGEQYF. Result: 0 (the TCR does not bind to the epitope). (2) The epitope is YLNTLTLAV. The TCR CDR3 sequence is CASSLDPHWGAFF. Result: 1 (the TCR binds to the epitope). (3) The epitope is FLASKIGRLV. The TCR CDR3 sequence is CSAATAQVWGYGYTF. Result: 0 (the TCR does not bind to the epitope). (4) The epitope is FIAGLIAIV. The TCR CDR3 sequence is CASSLGLAGGTDTQYF. Result: 1 (the TCR binds to the epitope). (5) The epitope is GLIYNRMGAVTTEV. The TCR CDR3 sequence is CASSLRGDLAGADTQYF. Result: 0 (the TCR does not bind to the epitope). (6) The epitope is IVTDFSVIK. The TCR CDR3 sequence is CASSLWERGASYNEQFF. Result: 1 (the TCR binds to the epitope).